This data is from Catalyst prediction with 721,799 reactions and 888 catalyst types from USPTO. The task is: Predict which catalyst facilitates the given reaction. (1) Reactant: [Cl:1][C:2]1[N:7]=[CH:6][N:5]=[C:4]2[NH:8][N:9]=[CH:10][C:3]=12.O[CH2:12][C:13]12[CH2:17][C:15]([C:18]([O:20][CH3:21])=[O:19])([CH2:16]1)[CH2:14]2.C1C=CC(P(C2C=CC=CC=2)C2C=CC=CC=2)=CC=1. Product: [Cl:1][C:2]1[C:3]2[C:4](=[N:8][N:9]([CH2:12][C:13]34[CH2:17][C:15]([C:18]([O:20][CH3:21])=[O:19])([CH2:16]3)[CH2:14]4)[CH:10]=2)[N:5]=[CH:6][N:7]=1. The catalyst class is: 2. (2) Reactant: [C:1]([O:5][C:6]([N:8]1[CH2:11][CH:10]([C:12]([OH:14])=O)[CH2:9]1)=[O:7])([CH3:4])([CH3:3])[CH3:2].F[P-](F)(F)(F)(F)F.N1(OC(N(C)C)=[N+](C)C)C2N=CC=CC=2N=N1.Cl.[NH2:40][C:41]1[CH:42]=[C:43]2[C:52](=[CH:53][CH:54]=1)[S:51][C:50]1[C:49]([C:55]3[NH:60][C:59](=[O:61])[CH:58]=[C:57]([N:62]4[CH2:67][CH2:66][O:65][CH2:64][CH2:63]4)[CH:56]=3)=[CH:48][CH:47]=[CH:46][C:45]=1[S:44]2.C(=O)([O-])O.[Na+]. Product: [O:65]1[CH2:64][CH2:63][N:62]([C:57]2[CH:56]=[C:55]([C:49]3[CH:48]=[CH:47][CH:46]=[C:45]4[C:50]=3[S:51][C:52]3[CH:53]=[CH:54][C:41]([NH:40][C:12]([CH:10]5[CH2:9][N:8]([C:6]([O:5][C:1]([CH3:2])([CH3:3])[CH3:4])=[O:7])[CH2:11]5)=[O:14])=[CH:42][C:43]=3[S:44]4)[NH:60][C:59](=[O:61])[CH:58]=2)[CH2:67][CH2:66]1. The catalyst class is: 9. (3) Reactant: [Cl:1][C:2]1[CH:7]=[CH:6][C:5]([C@H:8]2[C@H:13]([OH:14])[C@@H:12]([OH:15])[C@H:11]([OH:16])[C@@H:10]([CH2:17]I)[O:9]2)=[CH:4][C:3]=1[CH2:19][C:20]1[CH:25]=[CH:24][C:23]([O:26][CH2:27][CH3:28])=[CH:22][CH:21]=1.C[O-].[Na+]. Product: [Cl:1][C:2]1[CH:7]=[CH:6][C:5]([C@H:8]2[C@H:13]([OH:14])[C@@H:12]([OH:15])[C@H:11]([OH:16])[C:10](=[CH2:17])[O:9]2)=[CH:4][C:3]=1[CH2:19][C:20]1[CH:21]=[CH:22][C:23]([O:26][CH2:27][CH3:28])=[CH:24][CH:25]=1. The catalyst class is: 24.